This data is from NCI-60 drug combinations with 297,098 pairs across 59 cell lines. The task is: Regression. Given two drug SMILES strings and cell line genomic features, predict the synergy score measuring deviation from expected non-interaction effect. (1) Drug 1: C1CCC(CC1)NC(=O)N(CCCl)N=O. Drug 2: CS(=O)(=O)OCCCCOS(=O)(=O)C. Cell line: NCI-H522. Synergy scores: CSS=19.4, Synergy_ZIP=-6.08, Synergy_Bliss=-0.337, Synergy_Loewe=-2.74, Synergy_HSA=0.682. (2) Drug 1: CC(C)(C#N)C1=CC(=CC(=C1)CN2C=NC=N2)C(C)(C)C#N. Drug 2: CC1CCCC2(C(O2)CC(NC(=O)CC(C(C(=O)C(C1O)C)(C)C)O)C(=CC3=CSC(=N3)C)C)C. Cell line: SF-268. Synergy scores: CSS=37.8, Synergy_ZIP=6.81, Synergy_Bliss=7.09, Synergy_Loewe=-9.88, Synergy_HSA=1.49. (3) Synergy scores: CSS=32.2, Synergy_ZIP=10.4, Synergy_Bliss=11.0, Synergy_Loewe=-32.2, Synergy_HSA=5.05. Cell line: SK-MEL-5. Drug 2: CCC1(CC2CC(C3=C(CCN(C2)C1)C4=CC=CC=C4N3)(C5=C(C=C6C(=C5)C78CCN9C7C(C=CC9)(C(C(C8N6C=O)(C(=O)OC)O)OC(=O)C)CC)OC)C(=O)OC)O.OS(=O)(=O)O. Drug 1: C1CCN(CC1)CCOC2=CC=C(C=C2)C(=O)C3=C(SC4=C3C=CC(=C4)O)C5=CC=C(C=C5)O. (4) Drug 1: CCCCCOC(=O)NC1=NC(=O)N(C=C1F)C2C(C(C(O2)C)O)O. Drug 2: C1CN(CCN1C(=O)CCBr)C(=O)CCBr. Cell line: KM12. Synergy scores: CSS=19.1, Synergy_ZIP=-5.83, Synergy_Bliss=-7.55, Synergy_Loewe=-7.29, Synergy_HSA=-4.81.